Dataset: Forward reaction prediction with 1.9M reactions from USPTO patents (1976-2016). Task: Predict the product of the given reaction. (1) Given the reactants [O:1]1[CH2:6][CH2:5]OCC1.[C:7]([CH2:9][C:10]1([C:15]#[N:16])CC(=C)[CH2:11]1)#[N:8].I([O-])(=O)(=O)=O.[Na+], predict the reaction product. The product is: [C:7]([CH2:9][C:10]1([C:15]#[N:16])[CH2:5][C:6](=[O:1])[CH2:11]1)#[N:8]. (2) Given the reactants O[C:2]1[C:11]2[C:6](=[CH:7][C:8]([O:12]C)=[CH:9][CH:10]=2)[N:5]=[CH:4][C:3]=1[C:14]([O:16][CH2:17][CH3:18])=[O:15].C1C=CC(C2C=CC=CC=2)=CC=1.C1C=CC(OC2C=CC=CC=2)=CC=1.COC1C=C(NC=C(C(OCC)=O)C(OCC)=O)C=CC=1, predict the reaction product. The product is: [OH:12][C:8]1[CH:7]=[C:6]2[C:11]([CH:2]=[C:3]([C:14]([O:16][CH2:17][CH3:18])=[O:15])[CH:4]=[N:5]2)=[CH:10][CH:9]=1. (3) The product is: [S:27](=[O:29])(=[O:28])([OH:31])[OH:30].[C:1]([O:4][C:5]1[S:13][C:12]2[CH2:11][CH2:10][N:9]([CH:14]([C:22]([CH:24]3[CH2:26][CH2:25]3)=[O:23])[C:15]3[CH:20]=[CH:19][CH:18]=[CH:17][C:16]=3[F:21])[CH2:8][C:7]=2[CH:6]=1)(=[O:3])[CH3:2]. Given the reactants [C:1]([O:4][C:5]1[S:13][C:12]2[CH2:11][CH2:10][N:9]([CH:14]([C:22]([CH:24]3[CH2:26][CH2:25]3)=[O:23])[C:15]3[CH:20]=[CH:19][CH:18]=[CH:17][C:16]=3[F:21])[CH2:8][C:7]=2[CH:6]=1)(=[O:3])[CH3:2].[S:27](=[O:31])(=[O:30])([OH:29])[OH:28], predict the reaction product. (4) Given the reactants [CH3:1][O:2][C:3](=[O:16])[C:4]1[CH:9]=[CH:8][C:7]([CH2:10]Br)=[C:6]([C:12]([F:15])([F:14])[F:13])[CH:5]=1.[CH3:17][N:18]1[CH2:23][CH2:22][NH:21][CH2:20][CH2:19]1.C(=O)([O-])[O-].[K+].[K+], predict the reaction product. The product is: [CH3:17][N:18]1[CH2:23][CH2:22][N:21]([CH2:10][C:7]2[CH:8]=[CH:9][C:4]([C:3]([O:2][CH3:1])=[O:16])=[CH:5][C:6]=2[C:12]([F:15])([F:14])[F:13])[CH2:20][CH2:19]1. (5) Given the reactants N1[C:9]2[C:4](=[C:5](C3N=C(N4CCOCC4)C4SC(COC)=CC=4N=3)[CH:6]=[CH:7][CH:8]=2)[CH:3]=N1.[Cl:28][C:29]1[N:30]=[C:31]([N:40]2[CH2:45][CH2:44][O:43][CH2:42][CH2:41]2)[C:32]2[S:37][C:36]([CH2:38][OH:39])=[CH:35][C:33]=2[N:34]=1.C(Br)C1C=CC=CC=1, predict the reaction product. The product is: [Cl:28][C:29]1[N:30]=[C:31]([N:40]2[CH2:41][CH2:42][O:43][CH2:44][CH2:45]2)[C:32]2[S:37][C:36]([CH2:38][O:39][CH2:3][C:4]3[CH:9]=[CH:8][CH:7]=[CH:6][CH:5]=3)=[CH:35][C:33]=2[N:34]=1. (6) The product is: [S:1]([O-:5])([OH:4])(=[O:3])=[O:2].[Cs+:6].[NH:7]1[CH:11]=[CH:10][N:9]=[N:8]1. Given the reactants [S:1]([O-:5])([OH:4])(=[O:3])=[O:2].[Cs+:6].[NH:7]1[CH:11]=[CH:10][N:9]=[N:8]1, predict the reaction product. (7) Given the reactants CC([N:5]([C@H:9]([CH3:29])[C:10]([NH:12][C:13]1[CH:14]=[N:15][C:16]([O:19][C:20]2[CH:25]=[CH:24][C:23]([CH3:26])=[C:22]([O:27][CH3:28])[CH:21]=2)=[CH:17][CH:18]=1)=[O:11])C(=O)[O-])(C)C.C(O)(C(F)(F)F)=O, predict the reaction product. The product is: [CH3:26][C:23]1[CH:24]=[CH:25][C:20]([O:19][C:16]2[N:15]=[CH:14][C:13]([NH:12][C:10](=[O:11])[C@@H:9]([CH3:29])[NH2:5])=[CH:18][CH:17]=2)=[CH:21][C:22]=1[O:27][CH3:28]. (8) Given the reactants Cl[C:2]1[N:7]2[N:8]=[CH:9][CH:10]=[C:6]2[N:5]=[C:4]([C:11]2[CH:20]=[CH:19][C:14]([C:15]([O:17][CH3:18])=[O:16])=[CH:13][CH:12]=2)[CH:3]=1.[Cl:21][C:22]1[CH:29]=[C:28]([Cl:30])[CH:27]=[CH:26][C:23]=1[CH2:24][NH2:25].C(N(C(C)C)CC)(C)C.C(Cl)(Cl)Cl, predict the reaction product. The product is: [Cl:21][C:22]1[CH:29]=[C:28]([Cl:30])[CH:27]=[CH:26][C:23]=1[CH2:24][NH:25][C:2]1[N:7]2[N:8]=[CH:9][CH:10]=[C:6]2[N:5]=[C:4]([C:11]2[CH:20]=[CH:19][C:14]([C:15]([O:17][CH3:18])=[O:16])=[CH:13][CH:12]=2)[CH:3]=1.